From a dataset of Full USPTO retrosynthesis dataset with 1.9M reactions from patents (1976-2016). Predict the reactants needed to synthesize the given product. (1) Given the product [CH3:29][N:2]1[C:3](/[C:4](=[N:11]\[O:12][CH2:13][C:14]2[N:19]=[C:18]([NH:20][C:21](=[O:27])[O:22][CH2:23][CH2:24][C:25]#[CH:26])[CH:17]=[CH:16][CH:15]=2)/[C:5]2[CH:10]=[CH:9][CH:8]=[CH:7][CH:6]=2)=[N:28][C:30](=[O:31])[O:1]1, predict the reactants needed to synthesize it. The reactants are: [OH:1][N:2]([CH3:29])[C:3](=[NH:28])/[C:4](=[N:11]\[O:12][CH2:13][C:14]1[N:19]=[C:18]([NH:20][C:21](=[O:27])[O:22][CH2:23][CH2:24][C:25]#[CH:26])[CH:17]=[CH:16][CH:15]=1)/[C:5]1[CH:10]=[CH:9][CH:8]=[CH:7][CH:6]=1.[C:30](N1C=CN=C1)(N1C=CN=C1)=[O:31]. (2) The reactants are: C([NH:8][C:9]([C:11]1[CH:15]=[C:14]([C:16]2[CH:21]=[CH:20][N:19]=[C:18](/[CH:22]=[CH:23]/[C:24]3[CH:29]=[CH:28][CH:27]=[CH:26][CH:25]=3)[CH:17]=2)[NH:13][C:12]=1[CH:30]1CCNC[CH2:31]1)=O)C1C=CC=CC=1.[C:36](O)(=O)C.C=O.[BH3-][C:43]#[N:44].[Na+]. Given the product [CH3:36][N:44]([CH3:43])[CH2:31][CH2:30][C:12]1[NH:13][C:14]([C:16]2[CH:21]=[CH:20][N:19]=[C:18](/[CH:22]=[CH:23]/[C:24]3[CH:25]=[CH:26][CH:27]=[CH:28][CH:29]=3)[CH:17]=2)=[CH:15][C:11]=1[C:9]#[N:8], predict the reactants needed to synthesize it.